From a dataset of Full USPTO retrosynthesis dataset with 1.9M reactions from patents (1976-2016). Predict the reactants needed to synthesize the given product. (1) Given the product [OH:8][C:9]1[CH:10]=[N:11][C:12]([C:15]2[CH:16]=[C:17]([CH:21]([C:23]3[C:28](=[O:29])[CH:27]=[CH:26][N:25]([C:30]4[CH:31]=[N:32][N:33]([CH3:35])[CH:34]=4)[N:24]=3)[CH3:22])[CH:18]=[CH:19][CH:20]=2)=[N:13][CH:14]=1, predict the reactants needed to synthesize it. The reactants are: C([O:8][C:9]1[CH:10]=[N:11][C:12]([C:15]2[CH:16]=[C:17]([CH:21]([C:23]3[C:28](=[O:29])[CH:27]=[CH:26][N:25]([C:30]4[CH:31]=[N:32][N:33]([CH3:35])[CH:34]=4)[N:24]=3)[CH3:22])[CH:18]=[CH:19][CH:20]=2)=[N:13][CH:14]=1)C1C=CC=CC=1. (2) Given the product [Cl:1][C:2]1[C:3]2[N:17]=[C:18]([NH:19][C:20]3[C:25]([Cl:26])=[CH:24][C:23]([Cl:27])=[CH:22][N:21]=3)[N:12]([CH2:13][CH2:14][CH2:15][OH:16])[C:4]=2[C:5]([C:6]([O:8][CH3:9])=[O:7])=[CH:10][CH:11]=1, predict the reactants needed to synthesize it. The reactants are: [Cl:1][C:2]1[CH:11]=[CH:10][C:5]([C:6]([O:8][CH3:9])=[O:7])=[C:4]([NH:12][CH2:13][CH2:14][CH2:15][OH:16])[C:3]=1[NH:17][C:18](=S)[NH:19][C:20]1[C:25]([Cl:26])=[CH:24][C:23]([Cl:27])=[CH:22][N:21]=1.Cl.C(N=C=NCCCN(C)C)C.C(N(CC)CC)C. (3) Given the product [CH3:23][O:22][C:20](=[O:21])[CH:19]([N:5]1[CH:6]([C:14]([O:16][CH3:17])=[O:15])[CH2:7][C:8]2[C:13](=[CH:12][CH:11]=[CH:10][CH:9]=2)[C:4]1=[O:3])[CH3:24], predict the reactants needed to synthesize it. The reactants are: [H-].[Na+].[O:3]=[C:4]1[C:13]2[C:8](=[CH:9][CH:10]=[CH:11][CH:12]=2)[CH2:7][C@H:6]([C:14]([O:16][CH3:17])=[O:15])[NH:5]1.Br[CH:19]([CH3:24])[C:20]([O:22][CH3:23])=[O:21]. (4) Given the product [Cl:1][C:2]1[S:6][C:5]([S:22]([OH:25])(=[O:24])=[O:23])=[C:4]([C:7]2[NH:8][C:9]([CH2:18][CH3:19])=[C:10]([C:12]3[CH:13]=[N:14][CH:15]=[CH:16][CH:17]=3)[N:11]=2)[CH:3]=1.[Cl:1][C:2]1[S:6][C:5]([S:22](=[O:25])(=[O:23])[NH2:20])=[C:4]([C:7]2[NH:8][C:9]([CH2:18][CH3:19])=[C:10]([C:12]3[CH:13]=[N:14][CH:15]=[CH:16][CH:17]=3)[N:11]=2)[CH:3]=1, predict the reactants needed to synthesize it. The reactants are: [Cl:1][C:2]1[S:6][CH:5]=[C:4]([C:7]2[NH:8][C:9]([CH2:18][CH3:19])=[C:10]([C:12]3[CH:13]=[N:14][CH:15]=[CH:16][CH:17]=3)[N:11]=2)[CH:3]=1.[NH3:20].Cl[S:22]([OH:25])(=[O:24])=[O:23]. (5) Given the product [NH2:33][C:30]1[CH:29]=[CH:28][C:27]([CH2:26][CH2:25][N:22]2[C:15]3[N:16]=[C:17]([NH:20][CH3:21])[N:18]=[CH:19][C:14]=3[CH:13]=[C:12]([C:3]3[CH:4]=[C:5]([O:10][CH3:11])[CH:6]=[C:7]([O:8][CH3:9])[C:2]=3[Cl:1])[C:23]2=[O:24])=[N:32][CH:31]=1, predict the reactants needed to synthesize it. The reactants are: [Cl:1][C:2]1[C:7]([O:8][CH3:9])=[CH:6][C:5]([O:10][CH3:11])=[CH:4][C:3]=1[C:12]1[C:23](=[O:24])[N:22]([CH2:25][CH2:26][C:27]2[N:32]=[CH:31][C:30]([NH:33]C(=O)OC(C)(C)C)=[CH:29][CH:28]=2)[C:15]2[N:16]=[C:17]([NH:20][CH3:21])[N:18]=[CH:19][C:14]=2[CH:13]=1.C(O)(C(F)(F)F)=O.